Predict which catalyst facilitates the given reaction. From a dataset of Catalyst prediction with 721,799 reactions and 888 catalyst types from USPTO. (1) Reactant: C(O)(=O)C.[Br:5][C:6]1[CH:14]=[CH:13][C:12]([C:15]([NH2:17])=[O:16])=[C:11]2[C:7]=1[CH:8]=[CH:9][NH:10]2.[CH2:18]=O.[CH3:20][NH:21][CH3:22]. Product: [Br:5][C:6]1[CH:14]=[CH:13][C:12]([C:15]([NH2:17])=[O:16])=[C:11]2[C:7]=1[C:8]([CH2:20][N:21]([CH3:18])[CH3:22])=[CH:9][NH:10]2. The catalyst class is: 8. (2) Reactant: [C:1]([C:3]1[CH:4]=[C:5]([CH:38]([CH3:40])[CH3:39])[C:6]2[O:10][C:9]([C:11]3[CH:36]=[CH:35][C:14]([C:15]([NH:17][CH2:18][C:19]4([CH3:34])[O:23][C:22](=[O:24])[N:21]([C:25]5[CH:30]=[CH:29][C:28]([N+:31]([O-])=O)=[CH:27][N:26]=5)[CH2:20]4)=[O:16])=[CH:13][CH:12]=3)=[N:8][C:7]=2[CH:37]=1)#[N:2].[H][H]. Product: [NH2:31][C:28]1[CH:29]=[CH:30][C:25]([N:21]2[CH2:20][C:19]([CH2:18][NH:17][C:15](=[O:16])[C:14]3[CH:13]=[CH:12][C:11]([C:9]4[O:10][C:6]5[C:5]([CH:38]([CH3:40])[CH3:39])=[CH:4][C:3]([C:1]#[N:2])=[CH:37][C:7]=5[N:8]=4)=[CH:36][CH:35]=3)([CH3:34])[O:23][C:22]2=[O:24])=[N:26][CH:27]=1. The catalyst class is: 541. (3) Product: [Cl:2][C:3]1[CH:12]=[C:11]([O:13][CH3:14])[C:10]([N:15]2[CH:21]=[CH:20][CH:19]=[N:16]2)=[CH:9][C:4]=1[C:5]([O:7][CH3:8])=[O:6]. The catalyst class is: 8. Reactant: Cl.[Cl:2][C:3]1[CH:12]=[C:11]([O:13][CH3:14])[C:10]([NH:15][NH2:16])=[CH:9][C:4]=1[C:5]([O:7][CH3:8])=[O:6].CO[CH:19](OC)[CH2:20][CH:21](OC)OC. (4) Reactant: [F:1][C:2]1[CH:3]=[C:4]2[C:9](=[CH:10][CH:11]=1)[O:8][CH2:7][CH2:6][CH:5]2O.C1(C)C=CC(S(O)(=O)=O)=CC=1.O. Product: [F:1][C:2]1[CH:3]=[C:4]2[C:9](=[CH:10][CH:11]=1)[O:8][CH2:7][CH:6]=[CH:5]2. The catalyst class is: 11. (5) Reactant: C[O:2][C:3]([C:5]1[N:6]([CH3:15])[N:7]=[C:8]2[C:13]=1[CH:12]=[CH:11][CH:10]=[C:9]2[Br:14])=[O:4].[OH-].[Na+]. Product: [Br:14][C:9]1[C:8]2[C:13](=[C:5]([C:3]([OH:4])=[O:2])[N:6]([CH3:15])[N:7]=2)[CH:12]=[CH:11][CH:10]=1. The catalyst class is: 8. (6) Reactant: C(OC([N:8]1[CH2:13][CH2:12][CH:11]([O:14][C:15]2[CH:20]=[CH:19][C:18]([NH:21][C:22]3[C:23]4[CH:31]=[C:30](F)[N:29]=[CH:28][C:24]=4[N:25]=[CH:26][N:27]=3)=[CH:17][C:16]=2[CH3:33])[CH2:10][CH2:9]1)=O)(C)(C)C.CCN(CC)CC.[NH:41]1[CH2:46][CH2:45][O:44][CH2:43][CH2:42]1. Product: [CH3:33][C:16]1[CH:17]=[C:18]([NH:21][C:22]2[C:23]3[CH:31]=[C:30]([N:41]4[CH2:46][CH2:45][O:44][CH2:43][CH2:42]4)[N:29]=[CH:28][C:24]=3[N:25]=[CH:26][N:27]=2)[CH:19]=[CH:20][C:15]=1[O:14][CH:11]1[CH2:12][CH2:13][NH:8][CH2:9][CH2:10]1. The catalyst class is: 197. (7) Product: [NH2:8][C:9]1[CH:10]=[CH:11][C:12]([N:18]2[CH2:19][CH2:20][O:21][CH2:22][CH2:23]2)=[C:13]([CH:14]=1)[CH2:15][OH:16]. Reactant: [BH4-].[Na+].O1CCCC1.[NH2:8][C:9]1[CH:10]=[CH:11][C:12]([N:18]2[CH2:23][CH2:22][O:21][CH2:20][CH2:19]2)=[C:13]([C:15](O)=[O:16])[CH:14]=1.II. The catalyst class is: 5. (8) Reactant: [F:1][C:2]([F:25])([F:24])[C:3]1[NH:7][N:6]=[C:5]([C:8]2[CH:13]=[CH:12][C:11]([C@H:14]3[CH2:19][CH2:18][C@H:17]([CH2:20][C:21]([OH:23])=O)[CH2:16][CH2:15]3)=[CH:10][CH:9]=2)[CH:4]=1.[NH2:26][C:27]([CH3:36])([CH3:35])[C:28]([O:30][C:31]([CH3:34])([CH3:33])[CH3:32])=[O:29].C(N(C(C)C)CC)(C)C. Product: [CH3:36][C:27]([C:28]([O:30][C:31]([CH3:34])([CH3:33])[CH3:32])=[O:29])([CH3:35])[NH:26][C:21](=[O:23])[CH2:20][C@H:17]1[CH2:18][CH2:19][C@H:14]([C:11]2[CH:10]=[CH:9][C:8]([C:5]3[NH:6][N:7]=[C:3]([C:2]([F:25])([F:1])[F:24])[CH:4]=3)=[CH:13][CH:12]=2)[CH2:15][CH2:16]1. The catalyst class is: 9.